Dataset: Catalyst prediction with 721,799 reactions and 888 catalyst types from USPTO. Task: Predict which catalyst facilitates the given reaction. (1) Reactant: [NH2:1][C:2]1[CH:7]=[CH:6][N:5]=[C:4]([CH3:8])[CH:3]=1.C(N(CC)CC)C.[C:16](O[C:16]([O:18][C:19]([CH3:22])([CH3:21])[CH3:20])=[O:17])([O:18][C:19]([CH3:22])([CH3:21])[CH3:20])=[O:17]. Product: [C:19]([O:18][C:16](=[O:17])[NH:1][C:2]1[CH:7]=[CH:6][N:5]=[C:4]([CH3:8])[CH:3]=1)([CH3:22])([CH3:21])[CH3:20]. The catalyst class is: 630. (2) Reactant: [Br:1][C:2]1[CH:3]=[C:4]([C:13]([O:15][CH2:16][CH3:17])=[O:14])[C:5]2[C:10]([CH2:11][CH3:12])=[N:9][NH:8][C:6]=2[N:7]=1.C([O-])([O-])=O.[K+].[K+].Br[CH:25]([CH3:27])[CH3:26]. Product: [Br:1][C:2]1[CH:3]=[C:4]([C:13]([O:15][CH2:16][CH3:17])=[O:14])[C:5]2[C:10]([CH2:11][CH3:12])=[N:9][N:8]([CH:25]([CH3:27])[CH3:26])[C:6]=2[N:7]=1. The catalyst class is: 10. (3) Reactant: [CH2:1]([C:3]1[N:4]([C:28]2[CH:33]=[CH:32][C:31]([OH:34])=[CH:30][CH:29]=2)[C:5](=[O:27])[C:6]([CH2:12][C:13]2[CH:18]=[CH:17][C:16]([C:19]3[C:20]([C:25]#[N:26])=[CH:21][CH:22]=[CH:23][CH:24]=3)=[CH:15][CH:14]=2)=[C:7]([CH2:9][CH2:10][CH3:11])[N:8]=1)[CH3:2].[O:35]1[CH2:40][CH2:39][CH:38](O)[CH2:37][CH2:36]1.C1(P(C2C=CC=CC=2)C2C=CC=CC=2)C=CC=CC=1.[N:62]([C:63]([O:65]C(C)C)=[O:64])=[N:62][C:63]([O:65]C(C)C)=[O:64]. Product: [CH2:1]([C:3]1[N:4]([C:28]2[CH:33]=[CH:32][C:31]([O:34][CH:38]3[CH2:39][CH2:40][O:35][CH2:36][CH2:37]3)=[CH:30][CH:29]=2)[C:5](=[O:27])[C:6]([CH2:12][C:13]2[CH:18]=[CH:17][C:16]([C:19]3[CH:24]=[CH:23][CH:22]=[CH:21][C:20]=3[C:25]3[NH:62][C:63](=[O:64])[O:65][N:26]=3)=[CH:15][CH:14]=2)=[C:7]([CH2:9][CH2:10][CH3:11])[N:8]=1)[CH3:2]. The catalyst class is: 54. (4) Reactant: F[C:2]1[N:10]=[C:9]2[C:5]([N:6]=[CH:7][N:8]2[CH:11]2[CH2:16][CH2:15][CH2:14][CH2:13][O:12]2)=[C:4]([NH:17][C:18]2[CH:23]=[CH:22][C:21]([C:24](=[O:26])[CH3:25])=[CH:20][CH:19]=2)[N:3]=1.Cl.[CH3:28][CH:29]1[O:34][CH2:33][CH2:32][NH:31][CH2:30]1.C(N(C(C)C)CC)(C)C. Product: [CH3:28][CH:29]1[O:34][CH2:33][CH2:32][N:31]([C:2]2[N:10]=[C:9]3[C:5]([N:6]=[CH:7][N:8]3[CH:11]3[CH2:16][CH2:15][CH2:14][CH2:13][O:12]3)=[C:4]([NH:17][C:18]3[CH:23]=[CH:22][C:21]([C:24](=[O:26])[CH3:25])=[CH:20][CH:19]=3)[N:3]=2)[CH2:30]1. The catalyst class is: 51.